This data is from In vitro SARS-CoV-2 activity screen of 1,480 approved drugs from Prestwick library. The task is: Binary Classification. Given a drug SMILES string, predict its activity (active/inactive) in a high-throughput screening assay against a specified biological target. (1) The result is 0 (inactive). The drug is C[C@@H]1C[C@H]2[C@@H]3C[C@H](F)C4=CC(=O)C=C[C@]4(C)[C@@]3(F)[C@@H](O)C[C@]2(C)[C@@]1(O)C(=O)CO. (2) The molecule is CC[C@H](C)[C@H](NC(=O)[C@H](Cc1ccc(O)cc1)NC(=O)[C@@H](NC(=O)[C@H](CCCN=C(N)N)NC(=O)[C@@H](N)CC(=O)O)C(C)C)C(=O)N[C@@H](Cc1cnc[nH]1)C(=O)N1CCC[C@H]1C(=O)N[C@@H](Cc1ccccc1)C(=O)O. The result is 0 (inactive). (3) The result is 0 (inactive). The drug is N[C@@H](CCC(=O)N[C@@H](CS)C(=O)NCC(=O)O)C(=O)O. (4) The compound is C[C@@](Cc1ccc(O)c(O)c1)(NN)C(=O)O. The result is 0 (inactive). (5) The result is 0 (inactive). The compound is COc1cc2nc(N3CCN(C(=O)C4COc5ccccc5O4)CC3)nc(N)c2cc1OC.CS(=O)(=O)O. (6) The molecule is N[C@@H]1CONC1=O. The result is 1 (active).